Dataset: Drug-target binding data from BindingDB using Ki measurements. Task: Regression. Given a target protein amino acid sequence and a drug SMILES string, predict the binding affinity score between them. We predict pKi (pKi = -log10(Ki in M); higher means stronger inhibition). Dataset: bindingdb_ki. (1) The compound is CC(=O)N[C@H](C(=O)N[C@@H](Cc1ccccc1)C[C@H](O)[C@H](Cc1ccccc1)NC(=O)[C@@H]1CN(c2cccc(C(C)=O)c2)C(=O)O1)C(C)C. The target protein sequence is PQITLWKRPIVTIRIGGQLKEALLDTGADDTVLEEMNLPGKWKPKMIGGIGGFIKVRQYDQIPIEICGHKVISTVLVGPTPVNVIGRNLMTQIGCTLNF. The pKi is 6.9. (2) The compound is O=C(O)c1ncccc1S. The target protein (P07379) has sequence MPPQLHNGLDFSAKVIQGSLDSLPQEVRKFVEGNAQLCQPEYIHICDGSEEEYGRLLAHMQEEGVIRKLKKYDNCWLALTDPRDVARIESKTVIITQEQRDTVPIPKSGQSQLGRWMSEEDFEKAFNARFPGCMKGRTMYVIPFSMGPLGSPLAKIGIELTDSPYVVASMRIMTRMGTSVLEALGDGEFIKCLHSVGCPLPLKKPLVNNWACNPELTLIAHLPDRREIISFGSGYGGNSLLGKKCFALRIASRLAKEEGWLAEHMLILGITNPEGKKKYLAAAFPSACGKTNLAMMNPTLPGWKVECVGDDIAWMKFDAQGNLRAINPENGFFGVAPGTSVKTNPNAIKTIQKNTIFTNVAETSDGGVYWEGIDEPLAPGVTITSWKNKEWRPQDEEPCAHPNSRFCTPASQCPIIDPAWESPEGVPIEGIIFGGRRPAGVPLVYEALSWQHGVFVGAAMRSEATAAAEHKGKVIMHDPFAMRPFFGYNFGKYLAHWLSM.... The pKi is 3.7. (3) The compound is CP(=O)([O-])N[C@H]1C(O)[C@H](OCc2ccccc2)C(CO)O[C@H]1OCc1ccccc1. The target protein (P75906) has sequence MLRNGNKYLLMLVSIIMLTACISQSRTSFIPPQDRESLLAEQPWPHNGFVAISWHNVEDEAADQRFMSVRTSALREQFAWLRENGYQPVSIAQIREAHRGGKPLPEKAVVLTFDDGYQSFYTRVFPILQAFQWPAVWAPVGSWVDTPADKQVKFGDELVDREYFATWQQVREVARSRLVELASHTWNSHYGIQANATGSLLPVYVNRAYFTDHARYETAAEYRERIRLDAVKMTEYLRTKVEVNPHVFVWPYGEANGIAIEELKKLGYDMFFTLESGLANASQLDSIPRVLIANNPSLKEFAQQIITVQEKSPQRIMHIDLDYVYDENLQQMDRNIDVLIQRVKDMQISTVYLQAFADPDGDGLVKEVWFPNRLLPMKADIFSRVAWQLRTRSGVNIYAWMPVLSWDLDPTLTRVKYLPTGEKKAQIHPEQYHRLSPFDDRVRAQVGMLYEDLAGHAAFDGILFHDDALLSDYEDASAPAITAYQQAGFSGSLSEIRQNP.... The pKi is 3.0. (4) The drug is Nc1c(S(=O)(=O)[O-])cc(Nc2cccc3ccccc23)c2c1C(=O)c1ccccc1C2=O. The target protein sequence is MFTVMTRQPCEQAGFRALSRTPAIVTLVVLLVSIVVLVTLTLIQIHHPQVLSPGLKYGIVLDAGSSRTTVYVYQWPAEKENNTGVVSQTFRCSVKGSGISSYENNPQDAPKAFEDCMLKVKEQVPKHLHESTRVYLGATAGMRLLRLQNETAAHEVLESIQSYFKSQPFDFRGAQIISGQEEGVYGWITANYIMGNFLEKNLWHMWVHPHGVDTTGALDLGGASTQISFVSEEKMEPNASDTVQVSLYGYTYTLYTHSFQCYGRNEAEKKFLAMLLQSPSTDANISNPCYPHGYSTTFTMGHVFGSLCTEKQRPKSYNPSDTITFTGTGDPQLCREKVASVFDFSACQEQDACSFDGIYQPKVQGPFVAFAGFYYTASALNLSGSFSLTSFNDSSWDFCRHTWSELPSLLPRFDETYARSYCFSAHYIYHLLINGYKFTEATWPQIRFEKEVGNSSIAWSLGYMLSLTNQIPAGSPLIQLPIQPPVFMGVLAFFTAIALL.... The pKi is 5.8.